Task: Predict the reaction yield, written as a fraction of the theoretical maximum amount of product (1.0 means a 100% yield; for example, 0.34 means a 34% yield).. Dataset: Reaction yield outcomes from USPTO patents with 853,638 reactions (1) The reactants are [CH3:1][C@@:2]12[C:22]([CH3:24])([CH3:23])[C@@H:5]([C:6]3[C:7](=[O:21])[N:8]([C:11]4[C:20]5[C:15](=[CH:16][CH:17]=[CH:18][CH:19]=5)[CH:14]=[CH:13][CH:12]=4)[NH:9][C:10]=31)[CH2:4][CH2:3]2.I[CH2:26][CH3:27]. The catalyst is CN(C)C=O. The product is [CH2:26]([N:9]1[C:10]2[C@@:2]3([CH3:1])[C:22]([CH3:24])([CH3:23])[C@H:5]([CH2:4][CH2:3]3)[C:6]=2[C:7](=[O:21])[N:8]1[C:11]1[C:20]2[C:15](=[CH:16][CH:17]=[CH:18][CH:19]=2)[CH:14]=[CH:13][CH:12]=1)[CH3:27]. The yield is 0.440. (2) The reactants are Br[C:2]1[CH:3]=[N:4][C:5]([NH:8][CH2:9][C:10]([C:13]2[CH:18]=[CH:17][C:16]([F:19])=[CH:15][CH:14]=2)([CH3:12])[CH3:11])=N[CH:7]=1.[CH:20](B1OB(C=C)OB(C=C)O1)=[CH2:21].[C:32](=O)([O-])[O-].[K+].[K+]. The catalyst is O1CCOCC1. The product is [F:19][C:16]1[CH:15]=[CH:14][C:13]([C:10]([CH3:11])([CH3:12])[CH2:9][NH:8][C:5]2[CH:21]=[CH:20][C:2]([CH:7]=[CH2:32])=[CH:3][N:4]=2)=[CH:18][CH:17]=1. The yield is 0.730. (3) The reactants are Br[C:2]1[C:10]2[C:5](=[CH:6][CH:7]=[C:8]([C:11]#[N:12])[CH:9]=2)[N:4]([CH:13]2[CH2:18][CH2:17][CH2:16][CH2:15][O:14]2)[N:3]=1.[OH:19][C:20]1[CH:21]=[C:22](B(O)O)[CH:23]=[CH:24][CH:25]=1.P([O-])([O-])([O-])=O.[K+].[K+].[K+]. The catalyst is C(COC)OC.ClCCl.C1C=CC(P(C2C=CC=CC=2)[C-]2C=CC=C2)=CC=1.C1C=CC(P(C2C=CC=CC=2)[C-]2C=CC=C2)=CC=1.Cl[Pd]Cl.[Fe+2]. The product is [OH:19][C:20]1[CH:25]=[C:24]([C:2]2[C:10]3[C:5](=[CH:6][CH:7]=[C:8]([C:11]#[N:12])[CH:9]=3)[N:4]([CH:13]3[CH2:18][CH2:17][CH2:16][CH2:15][O:14]3)[N:3]=2)[CH:23]=[CH:22][CH:21]=1. The yield is 0.850. (4) The reactants are Cl[C:2]1[N:3]=[C:4]([N:14]2[CH2:19][CH2:18][O:17][CH2:16][CH2:15]2)[C:5]2[S:10][C:9]([CH2:11][NH:12][CH3:13])=[CH:8][C:6]=2[N:7]=1.[CH3:20][O:21][CH2:22][C:23](Cl)=[O:24].CC1(C)C(C)(C)OB([C:34]2[CH:42]=[CH:41][CH:40]=[C:39]3[C:35]=2[CH:36]=[N:37][NH:38]3)O1. No catalyst specified. The product is [NH:38]1[C:39]2[C:35](=[C:34]([C:2]3[N:3]=[C:4]([N:14]4[CH2:19][CH2:18][O:17][CH2:16][CH2:15]4)[C:5]4[S:10][C:9]([CH2:11][N:12]([CH3:13])[C:23](=[O:24])[CH2:22][O:21][CH3:20])=[CH:8][C:6]=4[N:7]=3)[CH:42]=[CH:41][CH:40]=2)[CH:36]=[N:37]1. The yield is 0.520. (5) The reactants are [O:1]=[C:2]1[NH:8][C:7]2[C:9]3[C:14]([CH:15]=[CH:16][C:6]=2[C:5]([C:17]2[CH:22]=[CH:21][C:20]([NH:23][C:24](=[O:33])[CH2:25][CH2:26][C:27]4[CH:32]=[CH:31][CH:30]=[CH:29][N:28]=4)=[CH:19][CH:18]=2)=[N:4][CH2:3]1)=[CH:13][CH:12]=[CH:11][CH:10]=3.C(=O)([O-])[O-].[K+].[K+].[CH3:40][O:41][C:42]1[CH:49]=[CH:48][C:45]([CH2:46]Cl)=[CH:44][CH:43]=1.O. The catalyst is CN(C=O)C. The product is [CH3:40][O:41][C:42]1[CH:49]=[CH:48][C:45]([CH2:46][N:8]2[C:7]3[C:9]4[C:14]([CH:15]=[CH:16][C:6]=3[C:5]([C:17]3[CH:18]=[CH:19][C:20]([NH:23][C:24](=[O:33])[CH2:25][CH2:26][C:27]5[CH:32]=[CH:31][CH:30]=[CH:29][N:28]=5)=[CH:21][CH:22]=3)=[N:4][CH2:3][C:2]2=[O:1])=[CH:13][CH:12]=[CH:11][CH:10]=4)=[CH:44][CH:43]=1. The yield is 0.970. (6) The reactants are [CH2:1]([NH:4][C:5](=[O:11])[O:6][C:7]([CH3:10])([CH3:9])[CH3:8])[CH:2]=[CH2:3].ClC1C=C(C=CC=1)C(OO)=[O:17]. The catalyst is ClCCl. The product is [O:17]1[CH2:3][CH:2]1[CH2:1][NH:4][C:5](=[O:11])[O:6][C:7]([CH3:10])([CH3:9])[CH3:8]. The yield is 0.660. (7) The reactants are [F:1][C:2]1[CH:3]=[C:4]([NH:8][CH2:9][CH:10]([OH:15])[C:11]([F:14])([F:13])[F:12])[CH:5]=[CH:6][CH:7]=1.C(N([CH2:21][CH3:22])CC)C.[F:23][C:24]([F:35])([F:34])[C:25]1[CH:26]=[C:27]([CH:31]=[CH:32][CH:33]=1)[C:28](Cl)=[O:29]. The catalyst is C(Cl)(Cl)Cl. The product is [F:23][C:24]([F:35])([F:34])[C:25]1[CH:26]=[C:27]([CH:31]=[CH:21][CH:22]=1)[C:28]([O:15][CH:10]([CH2:9][N:8]([C:4]1[CH:5]=[CH:6][CH:7]=[C:2]([F:1])[CH:3]=1)[C:28](=[O:29])[C:27]1[CH:31]=[CH:32][CH:33]=[C:25]([C:24]([F:35])([F:34])[F:23])[CH:26]=1)[C:11]([F:12])([F:14])[F:13])=[O:29]. The yield is 0.730. (8) The reactants are [C:1]([C:5]1[CH:6]=[C:7]([NH:17][C:18]([NH:20][C@@H:21]2[C:30]3[C:25](=[CH:26][CH:27]=[CH:28][CH:29]=3)[C@H:24]([O:31][C:32]3[CH:33]=[CH:34][C:35]4[N:36]([C:38]([CH2:41][CH:42]5[CH2:47][CH2:46][NH:45][CH2:44][CH2:43]5)=[N:39][N:40]=4)[CH:37]=3)[CH2:23][CH2:22]2)=[O:19])[N:8]([C:10]2[CH:15]=[CH:14][C:13]([CH3:16])=[CH:12][CH:11]=2)[N:9]=1)([CH3:4])([CH3:3])[CH3:2].CCN(C(C)C)C(C)C.FC(F)(F)S(O[CH2:63][CH:64]([F:66])[F:65])(=O)=O.CC#N. The catalyst is C(Cl)Cl.CO.O. The product is [NH4+:8].[OH-:19].[C:1]([C:5]1[CH:6]=[C:7]([NH:17][C:18]([NH:20][C@@H:21]2[C:30]3[C:25](=[CH:26][CH:27]=[CH:28][CH:29]=3)[C@H:24]([O:31][C:32]3[CH:33]=[CH:34][C:35]4[N:36]([C:38]([CH2:41][CH:42]5[CH2:43][CH2:44][N:45]([CH2:63][CH:64]([F:66])[F:65])[CH2:46][CH2:47]5)=[N:39][N:40]=4)[CH:37]=3)[CH2:23][CH2:22]2)=[O:19])[N:8]([C:10]2[CH:11]=[CH:12][C:13]([CH3:16])=[CH:14][CH:15]=2)[N:9]=1)([CH3:4])([CH3:2])[CH3:3]. The yield is 0.00100.